This data is from Peptide-MHC class I binding affinity with 185,985 pairs from IEDB/IMGT. The task is: Regression. Given a peptide amino acid sequence and an MHC pseudo amino acid sequence, predict their binding affinity value. This is MHC class I binding data. (1) The peptide sequence is GLNTFTNMEV. The MHC is HLA-A02:03 with pseudo-sequence HLA-A02:03. The binding affinity (normalized) is 0.748. (2) The peptide sequence is FMQEIPTFL. The MHC is H-2-Db with pseudo-sequence H-2-Db. The binding affinity (normalized) is 0.334. (3) The peptide sequence is ELLDHLLLF. The MHC is HLA-B18:01 with pseudo-sequence HLA-B18:01. The binding affinity (normalized) is 0.0847. (4) The peptide sequence is YMLDMTFPV. The MHC is HLA-A02:01 with pseudo-sequence HLA-A02:01. The binding affinity (normalized) is 1.00. (5) The peptide sequence is GLPRYVARL. The MHC is HLA-A02:01 with pseudo-sequence HLA-A02:01. The binding affinity (normalized) is 0.450. (6) The peptide sequence is FVNYDFTIV. The MHC is HLA-A02:03 with pseudo-sequence HLA-A02:03. The binding affinity (normalized) is 0.729.